Dataset: Full USPTO retrosynthesis dataset with 1.9M reactions from patents (1976-2016). Task: Predict the reactants needed to synthesize the given product. (1) The reactants are: Br[C:2]1[CH:7]=[CH:6][CH:5]=[CH:4][C:3]=1[C@H:8]([O:10][CH2:11][C@H:12]1[CH2:14][O:13]1)[CH3:9].[C:15]([O:20][CH3:21])(=[O:19])[CH2:16][CH:17]=[CH2:18].CC1C=CC=CC=1P(C1C=CC=CC=1C)C1C=CC=CC=1C.C(N(CC)CC)C. Given the product [O:13]1[CH2:14][C@@H:12]1[CH2:11][O:10][C@@H:8]([C:3]1[CH:4]=[CH:5][CH:6]=[CH:7][C:2]=1/[CH:18]=[CH:17]/[CH2:16][C:15]([O:20][CH3:21])=[O:19])[CH3:9], predict the reactants needed to synthesize it. (2) Given the product [CH3:1][C:2]1[N:6]([CH2:32][C:33]([O:35][CH2:36][CH3:37])=[O:34])[C:5]2[S:7][CH:8]=[CH:9][C:4]=2[C:3]=1[CH2:10][C:11]1[CH:16]=[CH:15][CH:14]=[CH:13][C:12]=1[S:17]([N:20]1[CH2:24][CH2:23][CH2:22][CH2:21]1)(=[O:19])=[O:18], predict the reactants needed to synthesize it. The reactants are: [CH3:1][C:2]1[NH:6][C:5]2[S:7][CH:8]=[CH:9][C:4]=2[C:3]=1[CH2:10][C:11]1[CH:16]=[CH:15][CH:14]=[CH:13][C:12]=1[S:17]([N:20]1[CH2:24][CH2:23][CH2:22][CH2:21]1)(=[O:19])=[O:18].C(=O)([O-])[O-].[Cs+].[Cs+].Br[CH2:32][C:33]([O:35][CH2:36][CH3:37])=[O:34].O. (3) Given the product [OH:28][CH:21]([C:15]1[CH:16]=[CH:17][CH:18]=[CH:19][CH:20]=1)[C:22]#[C:23][C:24]([O:26][CH3:27])=[O:25], predict the reactants needed to synthesize it. The reactants are: C(=O)C1C=CC=CC=1.C(OC)(=O)C#C.[CH:15]1([CH:21]([OH:28])[C:22]#[C:23][C:24]([O:26][CH3:27])=[O:25])[CH2:20][CH2:19][CH2:18][CH2:17][CH2:16]1. (4) Given the product [CH3:1][O:2][C:3]1[CH:23]=[CH:22][CH:21]=[CH:20][C:4]=1[CH2:5][NH:6][C:7]1[CH:16]=[CH:15][C:14]2[C:13]([NH2:17])=[CH:12][CH:11]=[CH:10][C:9]=2[N:8]=1, predict the reactants needed to synthesize it. The reactants are: [CH3:1][O:2][C:3]1[CH:23]=[CH:22][CH:21]=[CH:20][C:4]=1[CH2:5][NH:6][C:7]1[CH:16]=[CH:15][C:14]2[C:9](=[CH:10][CH:11]=[CH:12][C:13]=2[N+:17]([O-])=O)[N:8]=1.[H][H]. (5) Given the product [F:1][C:2]1[CH:3]=[C:4]2[C:9](=[CH:10][CH:11]=1)[NH:8][C:7](=[O:12])[C:6]([CH:13]([CH3:14])[CH3:15])=[C:5]2[O:16][CH2:18][CH:19]=[C:20]([CH3:22])[CH3:21], predict the reactants needed to synthesize it. The reactants are: [F:1][C:2]1[CH:3]=[C:4]2[C:9](=[CH:10][CH:11]=1)[NH:8][C:7](=[O:12])[C:6]([CH:13]([CH3:15])[CH3:14])=[C:5]2[OH:16].Br[CH2:18][CH:19]=[C:20]([CH3:22])[CH3:21]. (6) Given the product [NH:6]1[CH:10]=[CH:9][CH:8]=[C:7]1[C:11]([O:13][CH3:3])=[O:12], predict the reactants needed to synthesize it. The reactants are: Cl[Si](C)(C)[CH3:3].[NH:6]1[CH:10]=[CH:9][CH:8]=[C:7]1[C:11]([OH:13])=[O:12]. (7) Given the product [CH3:34][C:35]1([CH2:39][N:10]2[C:6]3[CH:5]=[CH:4][NH:3][C:2](=[O:1])[C:7]=3[C:8]([C:11]3[CH:12]=[CH:13][C:14]([S:17]([NH2:20])(=[O:19])=[O:18])=[CH:15][CH:16]=3)=[N:9]2)[CH2:38][O:37][CH2:36]1, predict the reactants needed to synthesize it. The reactants are: [O:1]=[C:2]1[C:7]2[C:8]([C:11]3[CH:16]=[CH:15][C:14]([S:17]([NH2:20])(=[O:19])=[O:18])=[CH:13][CH:12]=3)=[N:9][NH:10][C:6]=2[CH:5]=[CH:4][NH:3]1.[H-].[Na+].CC1C=CC(S(O[CH2:34][C:35]2([CH3:39])[CH2:38][O:37][CH2:36]2)(=O)=O)=CC=1. (8) Given the product [S:17]1[C:21]2[CH:22]=[CH:23][CH:24]=[C:25]([O:26][C:27]3[CH:33]=[CH:32][C:30]([NH:31][C:2]4[C:3]5[N:10]([CH2:11][CH2:12][S:13]([CH3:16])(=[O:15])=[O:14])[CH:9]=[CH:8][C:4]=5[N:5]=[CH:6][N:7]=4)=[CH:29][C:28]=3[Cl:34])[C:20]=2[CH:19]=[N:18]1, predict the reactants needed to synthesize it. The reactants are: Cl[C:2]1[C:3]2[N:10]([CH2:11][CH2:12][S:13]([CH3:16])(=[O:15])=[O:14])[CH:9]=[CH:8][C:4]=2[N:5]=[CH:6][N:7]=1.[S:17]1[C:21]2[CH:22]=[CH:23][CH:24]=[C:25]([O:26][C:27]3[CH:33]=[CH:32][C:30]([NH2:31])=[CH:29][C:28]=3[Cl:34])[C:20]=2[CH:19]=[N:18]1.C(=O)([O-])O.[Na+]. (9) Given the product [CH2:3]([O:5][C:6]([C:8]1[C:9](=[O:25])[C:10]2[CH:15]=[N:14][C:13]([S:16][CH3:17])=[N:12][C:11]=2[N:18]([CH:20]2[CH2:21][CH2:22][CH2:23][CH2:24]2)[CH:19]=1)=[O:7])[CH3:4], predict the reactants needed to synthesize it. The reactants are: BrBr.[CH2:3]([O:5][C:6]([CH:8]1[CH2:19][N:18]([CH:20]2[CH2:24][CH2:23][CH2:22][CH2:21]2)[C:11]2[N:12]=[C:13]([S:16][CH3:17])[N:14]=[CH:15][C:10]=2[C:9]1=[O:25])=[O:7])[CH3:4].C(N(CC)CC)C. (10) Given the product [Cl:1][C:2]1[CH:7]=[C:6]([F:8])[CH:5]=[CH:4][C:3]=1[C:9]1([C:14]([NH:17][CH2:18][CH2:19][CH2:20][N:21]2[CH2:26][CH2:25][CH:24]([C:27]3[CH:28]=[C:29]([NH:34][C:35](=[O:39])[CH:36]([CH3:38])[CH3:37])[CH:30]=[CH:31][C:32]=3[CH3:33])[CH2:23][CH2:22]2)=[O:16])[CH2:10][CH2:11][CH2:12][CH2:13]1, predict the reactants needed to synthesize it. The reactants are: [Cl:1][C:2]1[CH:7]=[C:6]([F:8])[CH:5]=[CH:4][C:3]=1[C:9]1([C:14]([OH:16])=O)[CH2:13][CH2:12][CH2:11][CH2:10]1.[NH2:17][CH2:18][CH2:19][CH2:20][N:21]1[CH2:26][CH2:25][CH:24]([C:27]2[CH:28]=[C:29]([NH:34][C:35](=[O:39])[CH:36]([CH3:38])[CH3:37])[CH:30]=[CH:31][C:32]=2[CH3:33])[CH2:23][CH2:22]1.